Dataset: Full USPTO retrosynthesis dataset with 1.9M reactions from patents (1976-2016). Task: Predict the reactants needed to synthesize the given product. (1) Given the product [Cl:1][C:2]1[CH:3]=[C:4]([C:11]2[S:12][CH:13]=[C:14]([C:16]([OH:18])=[O:17])[N:15]=2)[CH:5]=[C:6]([Cl:10])[C:7]=1[OH:8], predict the reactants needed to synthesize it. The reactants are: [Cl:1][C:2]1[CH:3]=[C:4]([C:11]2[S:12][CH:13]=[C:14]([C:16]([O:18]CC)=[O:17])[N:15]=2)[CH:5]=[C:6]([Cl:10])[C:7]=1[O:8]C.B(Br)(Br)Br. (2) Given the product [CH3:35][O:36][CH2:37][C:38]1[CH:39]=[CH:40][C:41]([O:46][C:47]([F:48])([F:49])[F:50])=[C:42]([CH:43]=1)[CH2:44][NH:45][C:30]([NH:7][C:6]1[N:5]([C:8]2[CH:13]=[CH:12][CH:11]=[CH:10][CH:9]=2)[N:4]=[C:3]([O:14][C:15]2[CH:20]=[CH:19][CH:18]=[CH:17][CH:16]=2)[C:2]=1[CH3:1])=[O:31], predict the reactants needed to synthesize it. The reactants are: [CH3:1][C:2]1[C:3]([O:14][C:15]2[CH:20]=[CH:19][CH:18]=[CH:17][CH:16]=2)=[N:4][N:5]([C:8]2[CH:13]=[CH:12][CH:11]=[CH:10][CH:9]=2)[C:6]=1[NH2:7].C1(C2C=CC([CH2:30][O:31]C)=CC=2CN)CC1.[CH3:35][O:36][CH2:37][C:38]1[CH:39]=[CH:40][C:41]([O:46][C:47]([F:50])([F:49])[F:48])=[C:42]([CH2:44][NH2:45])[CH:43]=1. (3) Given the product [CH3:1][C:2]1[CH:10]=[C:9]([CH3:11])[C:8]2[N:7]([S:12]([C:15]3[CH:21]=[CH:20][C:18]([CH3:19])=[CH:17][CH:16]=3)(=[O:14])=[O:13])[CH:6]=[C:5]3[CH:24]=[CH:23][C:22](=[O:25])[C:3]=1[C:4]=23, predict the reactants needed to synthesize it. The reactants are: [CH3:1][C:2]1[C:3]([C:22](=[O:25])[CH:23]=[CH2:24])=[C:4]2[C:8](=[C:9]([CH3:11])[CH:10]=1)[N:7]([S:12]([C:15]1[CH:21]=[CH:20][C:18]([CH3:19])=[CH:17][CH:16]=1)(=[O:14])=[O:13])[CH:6]=[CH:5]2.C1(Cl)C(=O)C(Cl)=C(Cl)C(=O)C=1Cl. (4) Given the product [F:22][C:23]1[CH:28]=[C:27]([C:2]2[CH:3]=[CH:4][C:5]([CH2:8][N:9]3[CH2:14][CH2:13][N:12]([C:15]([O:17][C:18]([CH3:21])([CH3:20])[CH3:19])=[O:16])[CH2:11][CH2:10]3)=[N:6][CH:7]=2)[CH:26]=[CH:25][CH:24]=1, predict the reactants needed to synthesize it. The reactants are: Br[C:2]1[CH:3]=[CH:4][C:5]([CH2:8][N:9]2[CH2:14][CH2:13][N:12]([C:15]([O:17][C:18]([CH3:21])([CH3:20])[CH3:19])=[O:16])[CH2:11][CH2:10]2)=[N:6][CH:7]=1.[F:22][C:23]1[CH:24]=[C:25](B(O)O)[CH:26]=[CH:27][CH:28]=1.C(=O)([O-])[O-].[K+].[K+].O1CCOCC1. (5) Given the product [NH:10]1[CH2:15][CH2:14][CH:13]([N:16]2[CH2:21][CH2:20][O:19][CH2:18][CH2:17]2)[CH2:12][CH2:11]1, predict the reactants needed to synthesize it. The reactants are: Cl.Cl.C1(C[N:10]2[CH2:15][CH2:14][CH:13]([N:16]3[CH2:21][CH2:20][O:19][CH2:18][CH2:17]3)[CH2:12][CH2:11]2)C=CC=CC=1.C(=O)([O-])[O-].[K+].[K+]. (6) Given the product [C:33]([O:32][C:30]([N:7]1[CH2:8][CH2:9][C@H:10]([C:11]2[CH:16]=[CH:15][C:14]([O:17][CH2:18][CH2:19][O:20][C:21]3[C:26]([Cl:27])=[CH:25][C:24]([CH3:28])=[CH:23][C:22]=3[Cl:29])=[CH:13][CH:12]=2)[C@@H:5]([C:3]([OH:4])=[O:2])[CH2:6]1)=[O:31])([CH3:36])([CH3:34])[CH3:35], predict the reactants needed to synthesize it. The reactants are: C[O:2][C:3]([C@@H:5]1[C@@H:10]([C:11]2[CH:16]=[CH:15][C:14]([O:17][CH2:18][CH2:19][O:20][C:21]3[C:26]([Cl:27])=[CH:25][C:24]([CH3:28])=[CH:23][C:22]=3[Cl:29])=[CH:13][CH:12]=2)[CH2:9][CH2:8][N:7]([C:30]([O:32][C:33]([CH3:36])([CH3:35])[CH3:34])=[O:31])[CH2:6]1)=[O:4].[OH-].[Na+].O. (7) Given the product [F:70][C:64]1[C:65]([F:69])=[CH:66][CH:67]=[CH:68][C:63]=1[CH2:62][S:61][C:52]1[N:51]=[C:50]([NH:8][S:5]([N:1]2[CH2:4][CH2:3][CH2:2]2)(=[O:7])=[O:6])[CH:55]=[C:54]([O:56][C:57]([CH3:60])([CH3:59])[CH3:58])[N:53]=1, predict the reactants needed to synthesize it. The reactants are: [N:1]1([S:5]([NH2:8])(=[O:7])=[O:6])[CH2:4][CH2:3][CH2:2]1.C1(P(C2CCCCC2)C2C=CC=CC=2C2C(C(C)C)=CC(C(C)C)=CC=2C(C)C)CCCCC1.C(=O)([O-])[O-].[Cs+].[Cs+].Cl[C:50]1[CH:55]=[C:54]([O:56][C:57]([CH3:60])([CH3:59])[CH3:58])[N:53]=[C:52]([S:61][CH2:62][C:63]2[CH:68]=[CH:67][CH:66]=[C:65]([F:69])[C:64]=2[F:70])[N:51]=1. (8) Given the product [F:1][CH:2]([F:23])[O:3][C:4]1[CH:9]=[CH:8][C:7]([C:10]#[C:11][C:12]2[CH:13]=[C:14]([CH:15]=[CH:16][CH:17]=2)[CH:18]=[O:19])=[CH:6][CH:5]=1, predict the reactants needed to synthesize it. The reactants are: [F:1][CH:2]([F:23])[O:3][C:4]1[CH:9]=[CH:8][C:7]([C:10]#[C:11][C:12]2[CH:13]=[C:14]([CH:18]3OCC[O:19]3)[CH:15]=[CH:16][CH:17]=2)=[CH:6][CH:5]=1.C1COCC1.Cl.